From a dataset of Catalyst prediction with 721,799 reactions and 888 catalyst types from USPTO. Predict which catalyst facilitates the given reaction. (1) Reactant: Br[C:2]1[CH:3]=[C:4]2[C:9](=[CH:10][CH:11]=1)[C:8](=[O:12])[NH:7][N:6]=[CH:5]2.[CH:13]1(B(O)O)[CH2:15][CH2:14]1.C1(P(C2CCCCC2)C2CCCCC2)CCCCC1.P([O-])([O-])([O-])=O.[K+].[K+].[K+]. Product: [CH:13]1([C:2]2[CH:3]=[C:4]3[C:9](=[CH:10][CH:11]=2)[C:8](=[O:12])[NH:7][N:6]=[CH:5]3)[CH2:15][CH2:14]1. The catalyst class is: 706. (2) Product: [N:1]1([C:2]2[CH:3]=[CH:4][C:5]([CH2:6][C:7]([CH3:18])([C:13]([O:15][CH2:16][CH3:17])=[O:14])[C:8]([O:10][CH2:11][CH3:12])=[O:9])=[CH:19][CH:20]=2)[CH2:26][CH2:25][NH:24][CH2:23][CH2:22]1. Reactant: [NH2:1][C:2]1[CH:20]=[CH:19][C:5]([CH2:6][C:7]([CH3:18])([C:13]([O:15][CH2:16][CH3:17])=[O:14])[C:8]([O:10][CH2:11][CH3:12])=[O:9])=[CH:4][CH:3]=1.Cl[CH2:22][CH2:23][NH:24][CH2:25][CH2:26]Cl.Cl. The catalyst class is: 113. (3) Reactant: [CH3:1][O:2][C:3]1[CH:8]=[CH:7][C:6]([S:9]([N:12]2[C:20]3[C:15](=[CH:16][C:17]([N:21]4[CH2:26][CH2:25][N:24](CC5C=CC=CC=5)[CH2:23][CH2:22]4)=[CH:18][CH:19]=3)[CH:14]=[CH:13]2)(=[O:11])=[O:10])=[CH:5][CH:4]=1.[Cl:34]C(OC(Cl)C)=O. Product: [ClH:34].[CH3:1][O:2][C:3]1[CH:4]=[CH:5][C:6]([S:9]([N:12]2[C:20]3[C:15](=[CH:16][C:17]([N:21]4[CH2:26][CH2:25][NH:24][CH2:23][CH2:22]4)=[CH:18][CH:19]=3)[CH:14]=[CH:13]2)(=[O:11])=[O:10])=[CH:7][CH:8]=1. The catalyst class is: 2. (4) Product: [CH3:32][C:30]1([CH3:33])[CH2:31][CH:28]([CH:15]([NH:16][C:17]2[C:26]([CH3:27])=[CH:25][C:24]3[C:19](=[CH:20][CH:21]=[CH:22][CH:23]=3)[N:18]=2)[C:12]2[CH:13]=[CH:14][C:9]([C:8]([NH:7][CH2:6][CH2:5][C:4]([OH:35])=[O:3])=[O:34])=[CH:10][CH:11]=2)[CH2:29]1. Reactant: C([O:3][C:4](=[O:35])[CH2:5][CH2:6][NH:7][C:8](=[O:34])[C:9]1[CH:14]=[CH:13][C:12]([CH:15]([CH:28]2[CH2:31][C:30]([CH3:33])([CH3:32])[CH2:29]2)[NH:16][C:17]2[C:26]([CH3:27])=[CH:25][C:24]3[C:19](=[CH:20][CH:21]=[CH:22][CH:23]=3)[N:18]=2)=[CH:11][CH:10]=1)C.[OH-].[Na+].Cl. The catalyst class is: 83. (5) Reactant: [C:1]([C:3]1[C:4](=[O:10])[NH:5][C:6](=[O:9])[NH:7][CH:8]=1)#[N:2].Cl.[NH2:12][OH:13].C(N(CC)CC)C. Product: [OH:13][N:12]=[C:1]([C:3]1[C:4](=[O:10])[NH:5][C:6](=[O:9])[NH:7][CH:8]=1)[NH2:2]. The catalyst class is: 5. (6) Reactant: [N+:1]([C:4]1[CH:9]=[CH:8][CH:7]=[CH:6][C:5]=1[C:10]1[CH:11]=[N:12][C:13]([OH:16])=[N:14][CH:15]=1)([O-:3])=[O:2].[I-].C[N+]1C=CN([C:24](=[O:33])[N:25]([CH3:32])[C:26]2[CH:31]=[CH:30][CH:29]=[CH:28][CH:27]=2)C=1.C(N(CC)CC)C. Product: [N+:1]([C:4]1[CH:9]=[CH:8][CH:7]=[CH:6][C:5]=1[C:10]1[CH:15]=[N:14][C:13]([O:16][C:24](=[O:33])[N:25]([CH3:32])[C:26]2[CH:31]=[CH:30][CH:29]=[CH:28][CH:27]=2)=[N:12][CH:11]=1)([O-:3])=[O:2]. The catalyst class is: 10. (7) Reactant: F[C:2]1[CH:7]=[CH:6][C:5]([N+:8]([O-:10])=[O:9])=[CH:4][CH:3]=1.[C:11]([O:15][C:16](=[O:24])[NH:17][CH:18]1[CH2:23][CH2:22][NH:21][CH2:20][CH2:19]1)([CH3:14])([CH3:13])[CH3:12].C([O-])([O-])=O.[K+].[K+].C([O-])(O)=O.[Na+]. Product: [C:11]([O:15][C:16](=[O:24])[NH:17][CH:18]1[CH2:23][CH2:22][N:21]([C:2]2[CH:7]=[CH:6][C:5]([N+:8]([O-:10])=[O:9])=[CH:4][CH:3]=2)[CH2:20][CH2:19]1)([CH3:14])([CH3:12])[CH3:13]. The catalyst class is: 16. (8) The catalyst class is: 83. Product: [CH3:1][S:2]([C:5]1[CH:6]=[C:7]([C:11]2[CH:16]=[CH:15][C:14]([CH2:17][SH:18])=[CH:13][CH:12]=2)[CH:8]=[CH:9][CH:10]=1)(=[O:4])=[O:3]. Reactant: [CH3:1][S:2]([C:5]1[CH:6]=[C:7]([C:11]2[CH:16]=[CH:15][C:14]([CH2:17][S:18]C(=O)C)=[CH:13][CH:12]=2)[CH:8]=[CH:9][CH:10]=1)(=[O:4])=[O:3].C[O-].[Na+].